From a dataset of Reaction yield outcomes from USPTO patents with 853,638 reactions. Predict the reaction yield, written as a fraction of the theoretical maximum amount of product (1.0 means a 100% yield; for example, 0.34 means a 34% yield). The reactants are [H-].[Na+].[Cl:3][C:4]1[C:13]2[C:8](=[C:9]([OH:14])[CH:10]=[CH:11][CH:12]=2)[N:7]=[C:6]([CH3:15])[CH:5]=1.[C:16]([NH:23][CH2:24][CH2:25]Br)([O:18][C:19]([CH3:22])([CH3:21])[CH3:20])=[O:17].[Na+].[Cl-]. The catalyst is CC(N(C)C)=O. The product is [C:19]([O:18][C:16](=[O:17])[NH:23][CH2:24][CH2:25][O:14][C:9]1[CH:10]=[CH:11][CH:12]=[C:13]2[C:8]=1[N:7]=[C:6]([CH3:15])[CH:5]=[C:4]2[Cl:3])([CH3:22])([CH3:21])[CH3:20]. The yield is 0.900.